From a dataset of Experimentally validated miRNA-target interactions with 360,000+ pairs, plus equal number of negative samples. Binary Classification. Given a miRNA mature sequence and a target amino acid sequence, predict their likelihood of interaction. (1) The miRNA is hsa-miR-335-5p with sequence UCAAGAGCAAUAACGAAAAAUGU. The protein sequence of the target gene is MKKDVRILLVGEPRVGKTSLIMSLVSEEFPEEVPPRAEEITIPADVTPERVPTHIVDYSEAEQSDEQLHQEISQANVICIVYAVNNKHSIDKVTSRWIPLINERTDKDSRLPLILVGNKSDLVEYSSMETILPIMNQYTEIETCVECSAKNLKNISELFYYAQKAVLHPTGPLYCPEEKEMKPACIKALTRIFKISDQDNDGTLNDAELNFFQRICFNTPLAPQALEDVKNVVRKHISDGVADSGLTLKGFLFLHTLFIQRGRHETTWTVLRRFGYDDDLDLTPEYLFPLLKIPPDCTTE.... Result: 1 (interaction). (2) The miRNA is hsa-miR-582-3p with sequence UAACUGGUUGAACAACUGAACC. The protein sequence of the target gene is MGAGGRRMPVPPARLLLLPLLPCLLLLAPGTRGAPGCPVPIRGCKCSGERPKGLSGGAHNPARRRVVCGGGDLPEPPDPGLLPNGTITLLLSNNKITGLRNGSFLGLSLLEKLDLRSNVISTVQPGAFLGLGELKRLDLSNNRIGCLTSETFQGLPRLLRLNISGNIYSSLQPGVFDELPALKIVDFGTEFLTCDCRLRWLLPWARNHSLQLSERTLCAYPSALHAHALSSLQESQLRCEGALELHTHYLIPSLRQVVFQGDRLPFQCSASYLGNDTRIHWYHNGAPMESDEQAGIVLAE.... Result: 0 (no interaction). (3) Result: 0 (no interaction). The miRNA is hsa-miR-6721-5p with sequence UGGGCAGGGGCUUAUUGUAGGAG. The protein sequence of the target gene is MLLGQLSTLLCLLSGALPTGSGRPEPQSPRPQSWAAANQTWALGPGALPPLVPASALGSWKAFLGLQKARQLGMGRLQRGQDEVAAVTLPLNPQEVIQGMCKAVPFVQVFSRPGCSAIRLRNHLCFGHCSSLYIPGSDPTPLVLCNSCMPARKRWAPVVLWCLTGSSASRRRVKISTMLIEGCHCSPKA. (4) The miRNA is hsa-miR-134-5p with sequence UGUGACUGGUUGACCAGAGGGG. The protein sequence of the target gene is MASEKPLAAVTCTAPVNIAVIKYWGKRDEELVLPINSSLSVTLHQDQLKTTTTAVISKDFTEDRIWLNGREEDVGQPRLQACLREIRCLARKRRNSRDGDPLPSSLSCKVHVASVNNFPTAAGLASSAAGYACLAYTLARVYGVESDLSEVARRGSGSACRSLYGGFVEWQMGEQADGKDSIARQVAPESHWPELRVLILVVSAEKKLTGSTVGMRASVETSPLLRFRAESVVPARMAEMARCIRERDFPSFAQLTMKDSNQFHATCLDTFPPISYLNAISWRIIHLVHRFNAHHGDTKV.... Result: 0 (no interaction). (5) The miRNA is hsa-miR-1257 with sequence AGUGAAUGAUGGGUUCUGACC. The protein sequence of the target gene is MAAVVAVCGGLGRKKLTHLVTAAVSLTHPGTHTVLWRRGCSQQVSSNEDLPISMENPYKEPLKKCILCGKHVDYKNVQLLSQFVSPFTGCIYGRHITGLCGKKQKEITKAIKRAQIMGFMPVTYKDPAYLKDPKVCNIRYRE. Result: 0 (no interaction). (6) The miRNA is hsa-miR-3135b with sequence GGCUGGAGCGAGUGCAGUGGUG. The protein sequence of the target gene is MARPHPWWLCVLGTLVGLSATPAPKSCPERHYWAQGKLCCQMCEPGTFLVKDCDQHRKAAQCDPCIPGVSFSPDHHTRPHCESCRHCNSGLLVRNCTITANAECACRNGWQCRDKECTECDPLPNPSLTARSSQALSPHPQPTHLPYVSEMLEARTAGHMQTLADFRQLPARTLSTHWPPQRSLCSSDFIRILVIFSGMFLVFTLAGALFLHQRRKYRSNKGESPVEPAEPCHYSCPREEEGSTIPIQEDYRKPEPACSP. Result: 0 (no interaction).